From a dataset of Forward reaction prediction with 1.9M reactions from USPTO patents (1976-2016). Predict the product of the given reaction. (1) Given the reactants Cl[C:2]1[C:7]([C:8]([C:10]2[CH:15]=[CH:14][C:13]([F:16])=[CH:12][CH:11]=2)=O)=[CH:6][N:5]=[C:4]([C:17]2[CH:18]=[C:19]([CH:29]=[C:30]([F:33])[C:31]=2[CH3:32])[C:20]([NH:22][C:23]2[N:27]([CH3:28])[N:26]=[CH:25][CH:24]=2)=[O:21])[CH:3]=1.O.[NH2:35][NH2:36], predict the reaction product. The product is: [F:33][C:30]1[CH:29]=[C:19]([CH:18]=[C:17]([C:4]2[N:5]=[CH:6][C:7]3[C:8]([C:10]4[CH:15]=[CH:14][C:13]([F:16])=[CH:12][CH:11]=4)=[N:35][NH:36][C:2]=3[CH:3]=2)[C:31]=1[CH3:32])[C:20]([NH:22][C:23]1[N:27]([CH3:28])[N:26]=[CH:25][CH:24]=1)=[O:21]. (2) Given the reactants [CH3:1][C:2]1[O:6][C:5]([C:7]([C:9]2[CH:14]=[CH:13][CH:12]=[CH:11][CH:10]=2)=[O:8])=[N:4][CH:3]=1.[CH:15]1([Mg]Cl)[CH2:20][CH2:19][CH2:18][CH2:17][CH2:16]1.C(OCC)C.[NH4+].[Cl-], predict the reaction product. The product is: [CH:9]1([C:7]([C:5]2[O:6][C:2]([CH3:1])=[CH:3][N:4]=2)([C:15]2[CH:20]=[CH:19][CH:18]=[CH:17][CH:16]=2)[OH:8])[CH2:14][CH2:13][CH2:12][CH2:11][CH2:10]1. (3) Given the reactants [CH3:1][O:2][C:3]1[CH:16]=[CH:15][C:6]([CH2:7][N:8]2[CH:12]=[C:11]([CH2:13][NH2:14])[N:10]=[N:9]2)=[CH:5][CH:4]=1.CO[C:19]1[CH:32]=[CH:31][C:22]([CH2:23][N:24]2[C:28](CN)=CN=N2)=[CH:21][CH:20]=1.[CH:33]([C:35]1[CH:40]=[CH:39][C:38]([B:41]([OH:43])[OH:42])=[CH:37][CH:36]=1)=O.C([O:47][BH-:48](OC(=O)C)[O:49]C(=O)C)(=O)C.[Na+].COC1C=CC(CN2C=C(CNCC3C=CC(B(O)O)=CC=3)N=N2)=CC=1.COC1C=CC(CN2C(CNCC3C=CC(B(O)O)=CC=3)=CN=N2)=CC=1.C(=O)([O-])[O-].[K+].[K+].[C:116](OC(OC(C)(C)C)=O)([O:118][C:119]([CH3:122])([CH3:121])[CH3:120])=[O:117], predict the reaction product. The product is: [C:119]([O:118][C:116]([N:14]([CH2:33][C:35]1[CH:40]=[CH:39][C:38]([B:41]([OH:43])[OH:42])=[CH:37][CH:36]=1)[CH2:13][C:11]1[N:10]=[N:9][N:8]([CH2:7][C:6]2[CH:5]=[CH:4][C:3]([O:2][CH3:1])=[CH:16][CH:15]=2)[CH:12]=1)=[O:117])([CH3:122])([CH3:121])[CH3:120].[C:119]([O:118][C:116]([N:24]([CH2:23][C:22]1[CH:21]=[CH:20][C:19]([B:48]([OH:49])[OH:47])=[CH:32][CH:31]=1)[CH2:28][C:12]1[N:8]([CH2:7][C:6]2[CH:5]=[CH:4][C:3]([O:2][CH3:1])=[CH:16][CH:15]=2)[N:9]=[N:10][CH:11]=1)=[O:117])([CH3:122])([CH3:121])[CH3:120]. (4) Given the reactants [SiH:1]([OH:4])([OH:3])[OH:2].Cl[SiH3].C[Si](C)(C)C1([Si](O)(O)O)C=CC=C1.C[Si](C)(C)C1([Si](Cl)(Cl)Cl)C=CC=C1.N[C:34]1[CH:39]=[CH:38][CH:37]=[CH:36][CH:35]=1, predict the reaction product. The product is: [C:34]1([Si:1]([OH:4])([OH:3])[OH:2])[CH:39]=[CH:38][CH:37]=[CH:36][CH:35]=1. (5) Given the reactants C([O:3][C:4](=[O:21])[CH:5]([O:19][CH3:20])[CH2:6][C:7]1[CH:12]=[CH:11][C:10]([C:13]#[C:14][CH2:15][CH2:16][CH2:17]Br)=[CH:9][CH:8]=1)C.[CH:22]1[CH:27]=[CH:26][C:25]([NH:28][C:29]2[CH:34]=[CH:33][CH:32]=[C:31]([OH:35])[CH:30]=2)=[CH:24][CH:23]=1, predict the reaction product. The product is: [CH3:20][O:19][C@@H:5]([CH2:6][C:7]1[CH:8]=[CH:9][C:10]([C:13]#[C:14][CH2:15][CH2:16][CH2:17][O:35][C:31]2[CH:32]=[CH:33][CH:34]=[C:29]([NH:28][C:25]3[CH:24]=[CH:23][CH:22]=[CH:27][CH:26]=3)[CH:30]=2)=[CH:11][CH:12]=1)[C:4]([OH:3])=[O:21]. (6) Given the reactants C(O[CH:4]=[C:5]([C:8]#[N:9])[C:6]#[N:7])C.Cl.[F:11][C:12]1[CH:13]=[CH:14][C:15]([CH3:20])=[C:16]([NH:18][NH2:19])[CH:17]=1.C(N(CC)C(C)C)(C)C, predict the reaction product. The product is: [NH2:9][C:8]1[N:18]([C:16]2[CH:17]=[C:12]([F:11])[CH:13]=[CH:14][C:15]=2[CH3:20])[N:19]=[CH:4][C:5]=1[C:6]#[N:7]. (7) Given the reactants [CH3:1][C:2]1[C:11]2[C:6](=[CH:7][CH:8]=[CH:9][C:10]=2[CH3:12])[CH:5]=[CH:4][CH:3]=1.C1C(=O)N([Br:20])C(=O)C1.CC(N=NC(C#N)(C)C)(C#N)C, predict the reaction product. The product is: [Br:20][CH2:1][C:2]1[C:11]2[C:6](=[CH:7][CH:8]=[CH:9][C:10]=2[CH3:12])[CH:5]=[CH:4][CH:3]=1. (8) Given the reactants [CH3:1][C@:2]1([C:27](O)=[O:28])[CH2:6][CH2:5][CH2:4][N:3]1[C:7]([CH:9]1[CH2:14][CH2:13][N:12]([C:15]2[CH:16]=[N:17][CH:18]=[CH:19][C:20]=2[N:21]2[CH:25]=[C:24]([CH3:26])[CH:23]=[N:22]2)[CH2:11][CH2:10]1)=[O:8].CC[N:32](C(C)C)C(C)C.CN(C(ON1N=NC2C=CC=NC1=2)=[N+](C)C)C.F[P-](F)(F)(F)(F)F.N.C1COCC1, predict the reaction product. The product is: [CH3:1][C@:2]1([C:27]([NH2:32])=[O:28])[CH2:6][CH2:5][CH2:4][N:3]1[C:7]([CH:9]1[CH2:10][CH2:11][N:12]([C:15]2[CH:16]=[N:17][CH:18]=[CH:19][C:20]=2[N:21]2[CH:25]=[C:24]([CH3:26])[CH:23]=[N:22]2)[CH2:13][CH2:14]1)=[O:8]. (9) Given the reactants [I-].[C:2]1([S+:8]([C:15]2[CH:20]=[CH:19][CH:18]=[CH:17][CH:16]=2)[C:9]2[CH:14]=[CH:13][CH:12]=[CH:11][CH:10]=2)[CH:7]=[CH:6][CH:5]=[CH:4][CH:3]=1.[P:21](OC)([O:25][CH3:26])([O:23][CH3:24])=[O:22], predict the reaction product. The product is: [CH3:24][O:23][PH:21](=[O:22])[O:25][CH3:26].[C:15]1([S+:8]([C:2]2[CH:3]=[CH:4][CH:5]=[CH:6][CH:7]=2)[C:9]2[CH:14]=[CH:13][CH:12]=[CH:11][CH:10]=2)[CH:16]=[CH:17][CH:18]=[CH:19][CH:20]=1.